From a dataset of NCI-60 drug combinations with 297,098 pairs across 59 cell lines. Regression. Given two drug SMILES strings and cell line genomic features, predict the synergy score measuring deviation from expected non-interaction effect. (1) Synergy scores: CSS=26.4, Synergy_ZIP=-0.651, Synergy_Bliss=-4.65, Synergy_Loewe=-49.9, Synergy_HSA=-3.47. Drug 2: CC1(CCCN1)C2=NC3=C(C=CC=C3N2)C(=O)N. Drug 1: CN(CC1=CN=C2C(=N1)C(=NC(=N2)N)N)C3=CC=C(C=C3)C(=O)NC(CCC(=O)O)C(=O)O. Cell line: NCI-H460. (2) Drug 1: CC1=CC2C(CCC3(C2CCC3(C(=O)C)OC(=O)C)C)C4(C1=CC(=O)CC4)C. Drug 2: C1=CC=C(C(=C1)C(C2=CC=C(C=C2)Cl)C(Cl)Cl)Cl. Cell line: A549. Synergy scores: CSS=10.7, Synergy_ZIP=-3.06, Synergy_Bliss=2.88, Synergy_Loewe=1.27, Synergy_HSA=3.57.